Dataset: Forward reaction prediction with 1.9M reactions from USPTO patents (1976-2016). Task: Predict the product of the given reaction. (1) Given the reactants C1(C2CCC3C(=CC=C(OC4C=CC=CC=4N)C=3)O2)C=CC=CC=1.[N+:25]([C:28]1[CH:49]=[CH:48][CH:47]=[CH:46][C:29]=1[O:30][C:31]1[CH:32]=[C:33]2[C:37](=[CH:38][CH:39]=1)[CH2:36][CH:35]([C:40]1[CH:45]=[CH:44][CH:43]=[CH:42][CH:41]=1)[CH2:34]2)([O-])=O, predict the reaction product. The product is: [C:40]1([CH:35]2[CH2:34][C:33]3[C:37](=[CH:38][CH:39]=[C:31]([O:30][C:29]4[CH:46]=[CH:47][CH:48]=[CH:49][C:28]=4[NH2:25])[CH:32]=3)[CH2:36]2)[CH:41]=[CH:42][CH:43]=[CH:44][CH:45]=1. (2) Given the reactants [C:1]([O:4][CH2:5][C:6]1[S:7][CH:8]=[CH:9][C:10]=1[CH3:11])(=[O:3])[CH3:2].N1C=CC=CC=1.[Br:18]Br, predict the reaction product. The product is: [C:1]([O:4][CH2:5][C:6]1[S:7][C:8]([Br:18])=[CH:9][C:10]=1[CH3:11])(=[O:3])[CH3:2].